Dataset: Merck oncology drug combination screen with 23,052 pairs across 39 cell lines. Task: Regression. Given two drug SMILES strings and cell line genomic features, predict the synergy score measuring deviation from expected non-interaction effect. (1) Drug 1: NC1(c2ccc(-c3nc4ccn5c(=O)[nH]nc5c4cc3-c3ccccc3)cc2)CCC1. Drug 2: CCC1(O)C(=O)OCc2c1cc1n(c2=O)Cc2cc3c(CN(C)C)c(O)ccc3nc2-1. Cell line: RKO. Synergy scores: synergy=37.1. (2) Drug 1: O=c1[nH]cc(F)c(=O)[nH]1. Drug 2: O=C(O)C1(Cc2cccc(Nc3nccs3)n2)CCC(Oc2cccc(Cl)c2F)CC1. Cell line: UACC62. Synergy scores: synergy=8.19. (3) Drug 1: CCc1cnn2c(NCc3ccc[n+]([O-])c3)cc(N3CCCCC3CCO)nc12. Synergy scores: synergy=7.30. Cell line: UACC62. Drug 2: Cn1cc(-c2cnn3c(N)c(Br)c(C4CCCNC4)nc23)cn1. (4) Drug 1: O=C(O)C1(Cc2cccc(Nc3nccs3)n2)CCC(Oc2cccc(Cl)c2F)CC1. Drug 2: NC1CCCCC1N.O=C(O)C(=O)O.[Pt+2]. Cell line: NCIH1650. Synergy scores: synergy=-1.23.